From a dataset of Forward reaction prediction with 1.9M reactions from USPTO patents (1976-2016). Predict the product of the given reaction. (1) The product is: [Br:1][CH2:2][C:3]1[CH:4]=[CH:5][C:6]([C:7]([NH:12][CH2:13][CH:14]2[CH2:16][CH2:15]2)=[O:9])=[CH:10][CH:11]=1. Given the reactants [Br:1][CH2:2][C:3]1[CH:11]=[CH:10][C:6]([C:7]([OH:9])=O)=[CH:5][CH:4]=1.[NH2:12][CH2:13][CH:14]1[CH2:16][CH2:15]1.Cl.CN(C)CCCN=C=NCC, predict the reaction product. (2) Given the reactants [Cl:1][C:2]1[CH:3]=[C:4]([C:9]2([C:23]([F:26])([F:25])[F:24])[CH2:13][N:12]=[C:11]([C:14]3[CH:21]=[CH:20][C:17](C=O)=[C:16]([CH3:22])[CH:15]=3)[CH2:10]2)[CH:5]=[C:6]([Cl:8])[CH:7]=1.Cl.[CH2:28]([NH:30][NH:31][C:32]([NH2:34])=[O:33])C.[CH2:35](O)[CH3:36], predict the reaction product. The product is: [CH2:35]([N:31]([C:32]([NH2:34])=[O:33])[N:30]=[CH:28][C:17]1[CH:20]=[CH:21][C:14]([C:11]2[CH2:10][C:9]([C:4]3[CH:5]=[C:6]([Cl:8])[CH:7]=[C:2]([Cl:1])[CH:3]=3)([C:23]([F:25])([F:24])[F:26])[CH2:13][N:12]=2)=[CH:15][C:16]=1[CH3:22])[CH3:36]. (3) Given the reactants [Cl:1][C:2]1[C:24]([Cl:25])=[CH:23][C:5]2[N:6]([C:11]3[CH:16]=[CH:15][C:14]([CH2:17][C:18]([O:20]CC)=[O:19])=[CH:13][CH:12]=3)[C:7]([CH2:9][CH3:10])=[N:8][C:4]=2[CH:3]=1.[OH-].[Na+], predict the reaction product. The product is: [Cl:1][C:2]1[C:24]([Cl:25])=[CH:23][C:5]2[N:6]([C:11]3[CH:12]=[CH:13][C:14]([CH2:17][C:18]([OH:20])=[O:19])=[CH:15][CH:16]=3)[C:7]([CH2:9][CH3:10])=[N:8][C:4]=2[CH:3]=1. (4) Given the reactants Br[C:2]1[CH:3]=[C:4]([Cl:21])[N:5]2[C:10]([CH:11]=1)=[C:9]([C:12]1[C:17]([Cl:18])=[CH:16][CH:15]=[CH:14][C:13]=1[Cl:19])[C:8](=[O:20])[CH:7]=[CH:6]2.[C:22]([N:26]1[CH2:31][CH:30]=[C:29]([Sn](C)(C)C)[CH2:28][CH2:27]1)([CH3:25])([CH3:24])[CH3:23], predict the reaction product. The product is: [C:22]([N:26]1[CH2:27][CH:28]=[C:29]([C:2]2[CH:3]=[C:4]([Cl:21])[N:5]3[C:10]([CH:11]=2)=[C:9]([C:12]2[C:17]([Cl:18])=[CH:16][CH:15]=[CH:14][C:13]=2[Cl:19])[C:8](=[O:20])[CH:7]=[CH:6]3)[CH2:30][CH2:31]1)([CH3:25])([CH3:24])[CH3:23]. (5) Given the reactants [CH2:1]([NH2:9])[CH2:2][C:3]1[CH:8]=[CH:7][CH:6]=[CH:5][CH:4]=1.[Cl:10][CH2:11][C:12](Cl)=[O:13], predict the reaction product. The product is: [Cl:10][CH2:11][C:12]([NH:9][CH2:1][CH2:2][C:3]1[CH:8]=[CH:7][CH:6]=[CH:5][CH:4]=1)=[O:13]. (6) The product is: [CH3:22][O:23][C:24]([C:26]1[CH:27]2[N:42]([C:43]([O:45][C:46]([CH3:49])([CH3:47])[CH3:48])=[O:44])[CH:31]([CH2:32][C:33]=1[C:14]1[S:13][C:12]([O:11][CH2:10][CH2:9][O:8][Si:1]([C:4]([CH3:7])([CH3:5])[CH3:6])([CH3:2])[CH3:3])=[N:16][CH:15]=1)[CH2:30][N:29]([C:50]([O:52][C:53]([CH3:56])([CH3:55])[CH3:54])=[O:51])[CH2:28]2)=[O:25]. Given the reactants [Si:1]([O:8][CH2:9][CH2:10][O:11][C:12]1[S:13][CH:14]=[CH:15][N:16]=1)([C:4]([CH3:7])([CH3:6])[CH3:5])([CH3:3])[CH3:2].[Li]CCCC.[CH3:22][O:23][C:24]([C:26]1[CH:27]2[N:42]([C:43]([O:45][C:46]([CH3:49])([CH3:48])[CH3:47])=[O:44])[CH:31]([CH2:32][C:33]=1OS(C(F)(F)F)(=O)=O)[CH2:30][N:29]([C:50]([O:52][C:53]([CH3:56])([CH3:55])[CH3:54])=[O:51])[CH2:28]2)=[O:25].CCOC(C)=O, predict the reaction product.